From a dataset of Forward reaction prediction with 1.9M reactions from USPTO patents (1976-2016). Predict the product of the given reaction. (1) Given the reactants [CH2:1]([C@@H:5]1[C@@H:14]([NH:15][C:16](=[O:25])[O:17][CH2:18][C:19]2[CH:24]=[CH:23][CH:22]=[CH:21][CH:20]=2)[CH2:13][CH2:12][C:7]2(OCC[O:8]2)[CH2:6]1)[CH2:2][CH2:3][CH3:4].Cl, predict the reaction product. The product is: [CH2:1]([C@@H:5]1[CH2:6][C:7](=[O:8])[CH2:12][CH2:13][C@@H:14]1[NH:15][C:16](=[O:25])[O:17][CH2:18][C:19]1[CH:20]=[CH:21][CH:22]=[CH:23][CH:24]=1)[CH2:2][CH2:3][CH3:4]. (2) Given the reactants [N:1]1[CH:6]=[CH:5][CH:4]=[CH:3][C:2]=1[NH:7][CH2:8][CH2:9][CH2:10][O:11][C:12]1[CH:13]=[CH:14][C:15]2[CH2:21][C@@H:20]([CH2:22][C:23]([O:25]CC)=[O:24])[C:19]3[CH:28]=[CH:29][CH:30]=[CH:31][C:18]=3[CH2:17][C:16]=2[CH:32]=1.[OH-].[Na+].Cl, predict the reaction product. The product is: [N:1]1[CH:6]=[CH:5][CH:4]=[CH:3][C:2]=1[NH:7][CH2:8][CH2:9][CH2:10][O:11][C:12]1[CH:13]=[CH:14][C:15]2[CH2:21][C@@H:20]([CH2:22][C:23]([OH:25])=[O:24])[C:19]3[CH:28]=[CH:29][CH:30]=[CH:31][C:18]=3[CH2:17][C:16]=2[CH:32]=1. (3) Given the reactants [CH:1]1([C:4]2[C:5]([O:13][CH2:14][C:15]([F:18])([F:17])[F:16])=[CH:6][C:7]([C:10]([OH:12])=O)=[N:8][CH:9]=2)[CH2:3][CH2:2]1.[CH:19]1([CH2:22][C:23]([C:26]2[O:27][C:28]([CH3:31])=[N:29][N:30]=2)([NH2:25])[CH3:24])[CH2:21][CH2:20]1, predict the reaction product. The product is: [CH:1]1([C:4]2[C:5]([O:13][CH2:14][C:15]([F:18])([F:17])[F:16])=[CH:6][C:7]([C:10]([NH:25][C:23]([C:26]3[O:27][C:28]([CH3:31])=[N:29][N:30]=3)([CH3:24])[CH2:22][CH:19]3[CH2:20][CH2:21]3)=[O:12])=[N:8][CH:9]=2)[CH2:2][CH2:3]1. (4) Given the reactants [F:1][C:2]1[CH:3]=[C:4]2[C:9]([OH:10])=[C:8](C(O)=O)[CH:7]=[N:6][N:5]2[CH:14]=1.O=P(Cl)(Cl)Cl.C([N:23](C(C)C)CC)(C)C.N.Cl[CH2:31][Cl:32], predict the reaction product. The product is: [Cl:32][C:31]1[C:4]2[N:5]([CH:14]=[C:2]([F:1])[CH:3]=2)[N:6]=[CH:7][C:8]=1[C:9]([NH2:23])=[O:10].